This data is from Reaction yield outcomes from USPTO patents with 853,638 reactions. The task is: Predict the reaction yield, written as a fraction of the theoretical maximum amount of product (1.0 means a 100% yield; for example, 0.34 means a 34% yield). (1) The reactants are [CH:1]([OH:3])=O.CN(C(ON1N=NC2C=CC=CC1=2)=[N+](C)C)C.[B-](F)(F)(F)F.C(N(CC)CC)C.Cl.[NH2:34][CH2:35][C:36]1[CH:37]=[C:38]([CH2:42][N:43]2[C:51]3[C:46](=[C:47]([O:52][CH3:53])[CH:48]=[CH:49][CH:50]=3)[C:45]([NH:54][S:55]([C:58]3[S:59][C:60]([Cl:63])=[CH:61][CH:62]=3)(=[O:57])=[O:56])=[N:44]2)[CH:39]=[CH:40][CH:41]=1. The catalyst is CN(C=O)C. The product is [Cl:63][C:60]1[S:59][C:58]([S:55]([NH:54][C:45]2[C:46]3[C:51](=[CH:50][CH:49]=[CH:48][C:47]=3[O:52][CH3:53])[N:43]([CH2:42][C:38]3[CH:39]=[CH:40][CH:41]=[C:36]([CH2:35][NH:34][CH:1]=[O:3])[CH:37]=3)[N:44]=2)(=[O:56])=[O:57])=[CH:62][CH:61]=1. The yield is 0.360. (2) The reactants are [Cl:1][C:2]1[CH:3]=[C:4]2[C:8](=[CH:9][CH:10]=1)[N:7]([C:11]1[N:15]([CH3:16])[N:14]=[C:13]([CH3:17])[C:12]=1[CH2:18][CH2:19][S:20]([NH:23][C:24](=[O:30])OCCCC)(=[O:22])=[O:21])[CH:6]=[CH:5]2.[NH:31]1[CH2:36][CH2:35][CH2:34][CH2:33][CH2:32]1.[Cl-].[NH4+]. The catalyst is C1(C)C=CC=CC=1. The product is [Cl:1][C:2]1[CH:3]=[C:4]2[C:8](=[CH:9][CH:10]=1)[N:7]([C:11]1[N:15]([CH3:16])[N:14]=[C:13]([CH3:17])[C:12]=1[CH2:18][CH2:19][S:20]([NH:23][C:24]([N:31]1[CH2:36][CH2:35][CH2:34][CH2:33][CH2:32]1)=[O:30])(=[O:22])=[O:21])[CH:6]=[CH:5]2. The yield is 0.330.